Dataset: Catalyst prediction with 721,799 reactions and 888 catalyst types from USPTO. Task: Predict which catalyst facilitates the given reaction. (1) Reactant: [F:1][C:2]1[C:10]([O:11][CH3:12])=[C:9]([N+:13]([O-:15])=[O:14])[CH:8]=[CH:7][C:3]=1[C:4]([OH:6])=O.[NH:16]1[CH2:21][CH2:20][O:19][CH2:18][CH2:17]1.CCN(C(C)C)C(C)C.CN(C(ON1N=NC2C=CC=CC1=2)=[N+](C)C)C.F[P-](F)(F)(F)(F)F. Product: [F:1][C:2]1[C:10]([O:11][CH3:12])=[C:9]([N+:13]([O-:15])=[O:14])[CH:8]=[CH:7][C:3]=1[C:4]([N:16]1[CH2:21][CH2:20][O:19][CH2:18][CH2:17]1)=[O:6]. The catalyst class is: 34. (2) Reactant: [CH3:1][O:2][C:3]1[CH:8]=[CH:7][C:6]([OH:9])=[CH:5][CH:4]=1.[H-].[Na+].CC1C=CC(S(O[CH2:23][C@@H:24]2[CH2:28][CH2:27][CH2:26][N:25]2[S:29]([C:32]2[CH:40]=[CH:39][C:38]3[N:37]4[CH2:41][C:42]([CH3:46])([CH3:45])[CH2:43][N:44]=[C:36]4[C:35]4(OCCC[O:47]4)[C:34]=3[CH:33]=2)(=[O:31])=[O:30])(=O)=O)=CC=1.CN(C=O)C. Product: [CH3:1][O:2][C:3]1[CH:8]=[CH:7][C:6]([O:9][CH2:23][C@@H:24]2[CH2:28][CH2:27][CH2:26][N:25]2[S:29]([C:32]2[CH:40]=[CH:39][C:38]3[N:37]4[CH2:41][C:42]([CH3:46])([CH3:45])[CH2:43][N:44]=[C:36]4[C:35](=[O:47])[C:34]=3[CH:33]=2)(=[O:31])=[O:30])=[CH:5][CH:4]=1. The catalyst class is: 1. (3) Reactant: [CH:1]([Cl:4])(Cl)Cl.CC(O)C.[CH2:9]1[C:18]2[C:13](=[CH:14][CH:15]=[CH:16][CH:17]=2)[CH:12]=C[CH2:10]1.C(Cl)[Cl:20]. Product: [Cl:20][CH:12]1[C:13]2[C:18](=[CH:17][CH:16]=[CH:15][CH:14]=2)[CH2:9][CH2:10][CH:1]1[Cl:4]. The catalyst class is: 463. (4) Reactant: [F:1][C:2]1[CH:7]=[CH:6][CH:5]=[CH:4][C:3]=1[C:8]1[S:12][C:11]([CH:13]=[CH:14][C:15]([OH:17])=[O:16])=[CH:10][CH:9]=1.[CH3:18]O. Product: [CH3:18][O:16][C:15](=[O:17])[CH2:14][CH2:13][C:11]1[S:12][C:8]([C:3]2[CH:4]=[CH:5][CH:6]=[CH:7][C:2]=2[F:1])=[CH:9][CH:10]=1. The catalyst class is: 45. (5) Reactant: [Cl:1][C:2]1[CH:7]=[CH:6][C:5]([N:8]2[CH2:13][CH2:12][CH:11]([C:14]([O:16]CC)=O)[CH2:10][CH2:9]2)=[CH:4][C:3]=1[O:19][CH3:20].[Cl:21][CH2:22]I.C(=O)=O.CC(C)=O.C[Li]. Product: [Cl:21][CH2:22][C:14]([CH:11]1[CH2:10][CH2:9][N:8]([C:5]2[CH:6]=[CH:7][C:2]([Cl:1])=[C:3]([O:19][CH3:20])[CH:4]=2)[CH2:13][CH2:12]1)=[O:16]. The catalyst class is: 332. (6) Reactant: [F:1][C:2]1[C:7](B(O)O)=[CH:6][CH:5]=[CH:4][N:3]=1.C(=O)([O-])[O-].[Na+].[Na+].C([N:25]([C:33]1[S:42][CH2:41][C@H:40]2[C@:35]([C:43]3[CH:48]=[C:47](Br)[CH:46]=[CH:45][C:44]=3[F:50])([CH2:36][O:37][CH2:38][CH2:39]2)[N:34]=1)C(OC(C)(C)C)=O)(=O)C1C=CC=CC=1. Product: [F:50][C:44]1[CH:45]=[CH:46][C:47]([C:7]2[C:2]([F:1])=[N:3][CH:4]=[CH:5][CH:6]=2)=[CH:48][C:43]=1[C@@:35]12[N:34]=[C:33]([NH2:25])[S:42][CH2:41][C@@H:40]1[CH2:39][CH2:38][O:37][CH2:36]2. The catalyst class is: 339. (7) Reactant: [Cl:1][C:2]1[C:3]([N:18]2[CH2:23][CH2:22][N:21]([C:24]3[NH:25][C:26]([C:37]4[CH:42]=[CH:41][C:40]([C:43]([F:46])([F:45])[F:44])=[CH:39][CH:38]=4)=[C:27]([C:29]4[CH:34]=[CH:33][C:32]([F:35])=[C:31]([F:36])[CH:30]=4)[N:28]=3)[C@H:20]([CH3:47])[CH2:19]2)=[N:4][CH:5]=[C:6]([CH2:8][O:9]COCC[Si](C)(C)C)[CH:7]=1. Product: [Cl:1][C:2]1[CH:7]=[C:6]([CH2:8][OH:9])[CH:5]=[N:4][C:3]=1[N:18]1[CH2:23][CH2:22][N:21]([C:24]2[NH:25][C:26]([C:37]3[CH:38]=[CH:39][C:40]([C:43]([F:46])([F:44])[F:45])=[CH:41][CH:42]=3)=[C:27]([C:29]3[CH:34]=[CH:33][C:32]([F:35])=[C:31]([F:36])[CH:30]=3)[N:28]=2)[C@H:20]([CH3:47])[CH2:19]1. The catalyst class is: 67.